From a dataset of NCI-60 drug combinations with 297,098 pairs across 59 cell lines. Regression. Given two drug SMILES strings and cell line genomic features, predict the synergy score measuring deviation from expected non-interaction effect. (1) Drug 1: CCCCCOC(=O)NC1=NC(=O)N(C=C1F)C2C(C(C(O2)C)O)O. Drug 2: CC1CCCC2(C(O2)CC(NC(=O)CC(C(C(=O)C(C1O)C)(C)C)O)C(=CC3=CSC(=N3)C)C)C. Cell line: M14. Synergy scores: CSS=59.6, Synergy_ZIP=7.94, Synergy_Bliss=7.83, Synergy_Loewe=-21.3, Synergy_HSA=7.76. (2) Drug 1: CNC(=O)C1=CC=CC=C1SC2=CC3=C(C=C2)C(=NN3)C=CC4=CC=CC=N4. Drug 2: CS(=O)(=O)C1=CC(=C(C=C1)C(=O)NC2=CC(=C(C=C2)Cl)C3=CC=CC=N3)Cl. Cell line: HOP-62. Synergy scores: CSS=2.19, Synergy_ZIP=-0.000589, Synergy_Bliss=1.43, Synergy_Loewe=-1.80, Synergy_HSA=-2.21. (3) Drug 1: CC1CCC2CC(C(=CC=CC=CC(CC(C(=O)C(C(C(=CC(C(=O)CC(OC(=O)C3CCCCN3C(=O)C(=O)C1(O2)O)C(C)CC4CCC(C(C4)OC)O)C)C)O)OC)C)C)C)OC. Drug 2: CC(C)NC(=O)C1=CC=C(C=C1)CNNC.Cl. Cell line: SF-539. Synergy scores: CSS=8.15, Synergy_ZIP=-4.61, Synergy_Bliss=1.80, Synergy_Loewe=-20.0, Synergy_HSA=-0.903. (4) Synergy scores: CSS=50.7, Synergy_ZIP=2.13, Synergy_Bliss=-1.55, Synergy_Loewe=-0.267, Synergy_HSA=-1.05. Drug 1: CC12CCC3C(C1CCC2=O)CC(=C)C4=CC(=O)C=CC34C. Cell line: HS 578T. Drug 2: C1C(C(OC1N2C=NC3=C2NC=NCC3O)CO)O.